From a dataset of Protein-peptide binding for MDM2, ACE2, and 12ca5 with 34 validated binders. Binary Classification. Given protein and peptide amino acid sequences, predict whether they interact or not. (1) The protein target is MDM2 with sequence MCNTNMSVPTDGAVTTSQIPASEQETLVRPKPLLLKLLKSVGAQKDTYTMKEVLFYLGQYIMTKRLYDEKQQHIVYCSNDLLGDLFGVPSFSVKEHRKIYTMIYRNLVVVNQQESSDSGTSVSENRCHLEGGSDQKDLVQELQEEKPSSSHLVSRPSTSSRRRAISETEENSDELSGERQRKRHKSDSISLSFDESLALCVIREICCERSSSSESTGTPSNPDLDAGVSEHSGDWLDQDSVSDQFSVEFEVESLDSEDYSLSEEGQELSDEDDEVYQVTVYQAGESDTDSFEEDPEISLADYWKCTSCNEMNPPLPSHCNRCWALRENWLPEDKGKDKGEISEKAKLENSTQAEEGFDVPDCKKTIVNDSRESCVEENDDKITQASQSQESEDYSQPSTSSSIIYSSQEDVKEFEREETQDKEESVESSLPLNAIEPCVICQGRPKNGCIVHGKTGHLMACFTCAKKLKKRNKPCPVCRQPIQMIVLTYFP. The peptide is AAAAAYWALASAK. (2) The protein target is MDM2 with sequence MCNTNMSVPTDGAVTTSQIPASEQETLVRPKPLLLKLLKSVGAQKDTYTMKEVLFYLGQYIMTKRLYDEKQQHIVYCSNDLLGDLFGVPSFSVKEHRKIYTMIYRNLVVVNQQESSDSGTSVSENRCHLEGGSDQKDLVQELQEEKPSSSHLVSRPSTSSRRRAISETEENSDELSGERQRKRHKSDSISLSFDESLALCVIREICCERSSSSESTGTPSNPDLDAGVSEHSGDWLDQDSVSDQFSVEFEVESLDSEDYSLSEEGQELSDEDDEVYQVTVYQAGESDTDSFEEDPEISLADYWKCTSCNEMNPPLPSHCNRCWALRENWLPEDKGKDKGEISEKAKLENSTQAEEGFDVPDCKKTIVNDSRESCVEENDDKITQASQSQESEDYSQPSTSSSIIYSSQEDVKEFEREETQDKEESVESSLPLNAIEPCVICQGRPKNGCIVHGKTGHLMACFTCAKKLKKRNKPCPVCRQPIQMIVLTYFP. The peptide is ASFAEYWNLLAAK. (3) The protein target is ACE2 with sequence MSSSSWLLLSLVAVTAAQSTIEEQAKTFLDKFNHEAEDLFYQSSLASWNYNTNITEENVQNMNNAGDKWSAFLKEQSTLAQMYPLQEIQNLTVKLQLQALQQNGSSVLSEDKSKRLNTILNTMSTIYSTGKVCNPDNPQECLLLEPGLNEIMANSLDYNERLWAWESWRSEVGKQLRPLYEEYVVLKNEMARANHYEDYGDYWRGDYEVNGVDGYDYSRGQLIEDVEHTFEEIKPLYEHLHAYVRAKLMNAYPSYISPIGCLPAHLLGDMWGRFWTNLYSLTVPFGQKPNIDVTDAMVDQAWDAQRIFKEAEKFFVSVGLPNMTQGFWENSMLTDPGNVQKAVCHPTAWDLGKGDFRILMCTKVTMDDFLTAHHEMGHIQYDMAYAAQPFLLRNGANEGFHEAVGEIMSLSAATPKHLKSIGLLSPDFQEDNETEINFLLKQALTIVGTLPFTYMLEKWRWMVFKGEIPKDQWMKKWWEMKREIVGVVEPVPHDETYCDP.... The peptide is NPWWPLPYHGMYK. (4) The protein target is MDM2 with sequence MCNTNMSVPTDGAVTTSQIPASEQETLVRPKPLLLKLLKSVGAQKDTYTMKEVLFYLGQYIMTKRLYDEKQQHIVYCSNDLLGDLFGVPSFSVKEHRKIYTMIYRNLVVVNQQESSDSGTSVSENRCHLEGGSDQKDLVQELQEEKPSSSHLVSRPSTSSRRRAISETEENSDELSGERQRKRHKSDSISLSFDESLALCVIREICCERSSSSESTGTPSNPDLDAGVSEHSGDWLDQDSVSDQFSVEFEVESLDSEDYSLSEEGQELSDEDDEVYQVTVYQAGESDTDSFEEDPEISLADYWKCTSCNEMNPPLPSHCNRCWALRENWLPEDKGKDKGEISEKAKLENSTQAEEGFDVPDCKKTIVNDSRESCVEENDDKITQASQSQESEDYSQPSTSSSIIYSSQEDVKEFEREETQDKEESVESSLPLNAIEPCVICQGRPKNGCIVHGKTGHLMACFTCAKKLKKRNKPCPVCRQPIQMIVLTYFP. The peptide is TAFAEYWAALSAK.